Dataset: Catalyst prediction with 721,799 reactions and 888 catalyst types from USPTO. Task: Predict which catalyst facilitates the given reaction. Reactant: [Cl:1][C:2]1[CH:3]=[C:4]([NH2:9])[CH:5]=[CH:6][C:7]=1I.[Cl:10][C:11]1[CH:16]=[CH:15][C:14](B(O)O)=[CH:13][CH:12]=1.C([O-])([O-])=O.[Na+].[Na+]. Product: [Cl:1][C:2]1[CH:3]=[C:4]([NH2:9])[CH:5]=[CH:6][C:7]=1[C:14]1[CH:15]=[CH:16][C:11]([Cl:10])=[CH:12][CH:13]=1. The catalyst class is: 70.